Dataset: HIV replication inhibition screening data with 41,000+ compounds from the AIDS Antiviral Screen. Task: Binary Classification. Given a drug SMILES string, predict its activity (active/inactive) in a high-throughput screening assay against a specified biological target. (1) The molecule is CSCCC(N)CO. The result is 0 (inactive). (2) The result is 0 (inactive). The drug is COC(=O)CC1(O)C(C=C(C)C)C(C(=O)OC)C(=O)C(C(=O)OC)C1C(=O)OC.